This data is from Retrosynthesis with 50K atom-mapped reactions and 10 reaction types from USPTO. The task is: Predict the reactants needed to synthesize the given product. (1) Given the product COc1ccc(F)cc1C1CCN(C[C@@H](Cc2ccccc2)N(C)C(=O)NC2CCCCC2)CC1, predict the reactants needed to synthesize it. The reactants are: CN[C@H](Cc1ccccc1)CN1CCC(c2cc(F)ccc2OC)CC1.O=C=NC1CCCCC1. (2) Given the product CN1CCN(c2cccc(Nc3sc(-c4c(F)cc(C(C)(C)O)cc4F)cc3C(N)=O)n2)CC1, predict the reactants needed to synthesize it. The reactants are: CC(C)(O)c1cc(F)c(-c2cc(C(N)=O)c(N)s2)c(F)c1.CN1CCN(c2cccc(Br)n2)CC1. (3) The reactants are: COc1ccccc1N1CCN(C(=O)C(Oc2ccccc2)c2ccccc2)CC1. Given the product COc1ccccc1N1CCN(CC(Oc2ccccc2)c2ccccc2)CC1, predict the reactants needed to synthesize it.